Dataset: NCI-60 drug combinations with 297,098 pairs across 59 cell lines. Task: Regression. Given two drug SMILES strings and cell line genomic features, predict the synergy score measuring deviation from expected non-interaction effect. (1) Drug 1: C1CC2CC3=C(CC1C24CN(S(=O)(=O)N4)CC(F)(F)F)C=CC(=C3)C=CCN5CCC(CC5)C(F)(F)F. Drug 2: C1CC(CCC1OC2=C(C(=CC=C2)Cl)F)(CC3=NC(=CC=C3)NC4=NC=CS4)C(=O)O. Cell line: NCIH23. Synergy scores: CSS=43.2, Synergy_ZIP=1.14, Synergy_Bliss=1.45, Synergy_Loewe=-10.2, Synergy_HSA=4.20. (2) Drug 1: C1=NC2=C(N1)C(=S)N=CN2. Drug 2: C1CNP(=O)(OC1)N(CCCl)CCCl. Cell line: SF-539. Synergy scores: CSS=54.2, Synergy_ZIP=3.16, Synergy_Bliss=5.22, Synergy_Loewe=-56.5, Synergy_HSA=2.43. (3) Drug 1: CC1=C(C=C(C=C1)NC2=NC=CC(=N2)N(C)C3=CC4=NN(C(=C4C=C3)C)C)S(=O)(=O)N.Cl. Drug 2: CS(=O)(=O)C1=CC(=C(C=C1)C(=O)NC2=CC(=C(C=C2)Cl)C3=CC=CC=N3)Cl. Cell line: SK-MEL-5. Synergy scores: CSS=11.8, Synergy_ZIP=3.11, Synergy_Bliss=11.7, Synergy_Loewe=6.84, Synergy_HSA=7.35. (4) Drug 1: C1=C(C(=O)NC(=O)N1)N(CCCl)CCCl. Drug 2: CN(CC1=CN=C2C(=N1)C(=NC(=N2)N)N)C3=CC=C(C=C3)C(=O)NC(CCC(=O)O)C(=O)O. Cell line: RPMI-8226. Synergy scores: CSS=49.7, Synergy_ZIP=8.17, Synergy_Bliss=6.31, Synergy_Loewe=-9.88, Synergy_HSA=5.37. (5) Drug 1: CC(C)(C#N)C1=CC(=CC(=C1)CN2C=NC=N2)C(C)(C)C#N. Drug 2: C1=CC=C(C=C1)NC(=O)CCCCCCC(=O)NO. Cell line: MCF7. Synergy scores: CSS=20.3, Synergy_ZIP=-8.38, Synergy_Bliss=-1.86, Synergy_Loewe=-1.70, Synergy_HSA=0.163. (6) Drug 1: C1CN1C2=NC(=NC(=N2)N3CC3)N4CC4. Drug 2: C1CC(=O)NC(=O)C1N2C(=O)C3=CC=CC=C3C2=O. Cell line: PC-3. Synergy scores: CSS=16.5, Synergy_ZIP=1.57, Synergy_Bliss=3.31, Synergy_Loewe=-7.99, Synergy_HSA=2.13. (7) Drug 1: COC1=C(C=C2C(=C1)N=CN=C2NC3=CC(=C(C=C3)F)Cl)OCCCN4CCOCC4. Drug 2: C1CNP(=O)(OC1)N(CCCl)CCCl. Cell line: UACC62. Synergy scores: CSS=16.5, Synergy_ZIP=-5.38, Synergy_Bliss=-0.105, Synergy_Loewe=-36.1, Synergy_HSA=0.972.